This data is from NCI-60 drug combinations with 297,098 pairs across 59 cell lines. The task is: Regression. Given two drug SMILES strings and cell line genomic features, predict the synergy score measuring deviation from expected non-interaction effect. (1) Drug 1: C1=NC(=NC(=O)N1C2C(C(C(O2)CO)O)O)N. Drug 2: CC1=C(C(=CC=C1)Cl)NC(=O)C2=CN=C(S2)NC3=CC(=NC(=N3)C)N4CCN(CC4)CCO. Cell line: T-47D. Synergy scores: CSS=1.90, Synergy_ZIP=-2.47, Synergy_Bliss=-2.40, Synergy_Loewe=-4.16, Synergy_HSA=-3.41. (2) Drug 1: CC1=C2C(C(=O)C3(C(CC4C(C3C(C(C2(C)C)(CC1OC(=O)C(C(C5=CC=CC=C5)NC(=O)OC(C)(C)C)O)O)OC(=O)C6=CC=CC=C6)(CO4)OC(=O)C)O)C)O. Drug 2: CC1=C(C(=O)C2=C(C1=O)N3CC4C(C3(C2COC(=O)N)OC)N4)N. Cell line: NCI-H322M. Synergy scores: CSS=26.9, Synergy_ZIP=-6.76, Synergy_Bliss=-5.60, Synergy_Loewe=-11.8, Synergy_HSA=-3.27.